Task: Regression/Classification. Given a drug SMILES string, predict its toxicity properties. Task type varies by dataset: regression for continuous values (e.g., LD50, hERG inhibition percentage) or binary classification for toxic/non-toxic outcomes (e.g., AMES mutagenicity, cardiotoxicity, hepatotoxicity). Dataset: herg_karim.. Dataset: hERG potassium channel inhibition data for cardiac toxicity prediction from Karim et al. The result is 0 (non-blocker). The molecule is COC(=O)N(CC(=O)O)Cc1cccc(OCc2nc(-c3ccc(Cl)cc3)oc2C)c1.